This data is from Orexin1 receptor HTS with 218,158 compounds and 233 confirmed actives. The task is: Binary Classification. Given a drug SMILES string, predict its activity (active/inactive) in a high-throughput screening assay against a specified biological target. The molecule is FC(F)(F)c1cc(NC(=O)COC)ccc1. The result is 0 (inactive).